Task: Binary Classification. Given a miRNA mature sequence and a target amino acid sequence, predict their likelihood of interaction.. Dataset: Experimentally validated miRNA-target interactions with 360,000+ pairs, plus equal number of negative samples The miRNA is hsa-miR-185-5p with sequence UGGAGAGAAAGGCAGUUCCUGA. The protein sequence of the target gene is MGNGESQLSSVPAQKLGWFIQEYLKPYEECQTLIDEMVNTICDVLQEPEQFPLVQGVAIGGSYGRKTVLRGNSDGTLVLFFSDLKQFQDQKRSQRDILDKTGDKLKFCLFTKWLKNNFEIQKSLDGFTIQVFTKNQRISFEVLAAFNALSLNDNPSPWIYRELKRSLDKTNASPGEFAVCFTELQQKFFDNRPGKLKDLILLIKHWHQQCQKKIKDLPSLSPYALELLTVYAWEQGCRKDNFDIAEGVRTVLELIKCQEKLCIYWMVNYNFEDETIRNILLHQLQSARPVILDPVDPTNN.... Result: 1 (interaction).